Dataset: Reaction yield outcomes from USPTO patents with 853,638 reactions. Task: Predict the reaction yield, written as a fraction of the theoretical maximum amount of product (1.0 means a 100% yield; for example, 0.34 means a 34% yield). (1) The reactants are [CH3:1][CH:2]([CH3:36])[C@H:3]([NH:31][C:32](=[O:35])[O:33][CH3:34])[C:4](=[O:30])[N:5]1[CH2:9][CH2:8][CH2:7][C@H:6]1[C:10]1[NH:11][C:12]([C:15]2[CH:20]=[CH:19][C:18](B3OC(C)(C)C(C)(C)O3)=[CH:17][CH:16]=2)=[CH:13][N:14]=1.[Br:37][C:38]1[CH:39]=[C:40]2[C:45](=[CH:46][CH:47]=1)[N:44]=[C:43](Cl)[CH:42]=[N:41]2.C(=O)([O-])[O-].[Cs+].[Cs+].O1CCOCC1. The catalyst is C1C=CC([P]([Pd]([P](C2C=CC=CC=2)(C2C=CC=CC=2)C2C=CC=CC=2)([P](C2C=CC=CC=2)(C2C=CC=CC=2)C2C=CC=CC=2)[P](C2C=CC=CC=2)(C2C=CC=CC=2)C2C=CC=CC=2)(C2C=CC=CC=2)C2C=CC=CC=2)=CC=1.O. The product is [Br:37][C:38]1[CH:39]=[C:40]2[C:45](=[CH:46][CH:47]=1)[N:44]=[C:43]([C:18]1[CH:17]=[CH:16][C:15]([C:12]3[NH:11][C:10]([C@@H:6]4[CH2:7][CH2:8][CH2:9][N:5]4[C:4](=[O:30])[C@@H:3]([NH:31][C:32](=[O:35])[O:33][CH3:34])[CH:2]([CH3:36])[CH3:1])=[N:14][CH:13]=3)=[CH:20][CH:19]=1)[CH:42]=[N:41]2. The yield is 0.940. (2) The reactants are C[C:2]1[N:3]=[C:4]([NH:15][C:16]2[CH:21]=[CH:20][C:19]([F:22])=[CH:18][C:17]=2[O:23][CH:24]2[CH2:29][CH2:28][NH:27][CH2:26][CH2:25]2)[C:5]2[C:10]([CH3:11])=[C:9]([C:12]([NH2:14])=[O:13])[S:8][C:6]=2[N:7]=1.CCN(C(C)C)C(C)C.Cl[CH2:40][C:41]1[N:45]=[CH:44][O:43][N:42]=1.O. The catalyst is CN(C=O)C. The product is [O:43]1[CH:44]=[N:45][C:41]([CH2:40][N:27]2[CH2:28][CH2:29][CH:24]([O:23][C:17]3[CH:18]=[C:19]([F:22])[CH:20]=[CH:21][C:16]=3[NH:15][C:4]3[C:5]4[C:10]([CH3:11])=[C:9]([C:12]([NH2:14])=[O:13])[S:8][C:6]=4[N:7]=[CH:2][N:3]=3)[CH2:25][CH2:26]2)=[N:42]1. The yield is 0.630. (3) The reactants are [Cl:1][C:2]1[N:7]=[C:6](Cl)[CH:5]=[CH:4][N:3]=1.[CH3:9][O:10][C:11]1[CH:12]=[C:13]2[C:18](=[CH:19][CH:20]=1)[NH:17][CH2:16][CH2:15][CH2:14]2.C(N(C(C)C)CC)(C)C. The catalyst is C(O)CCC. The product is [Cl:1][C:2]1[N:7]=[C:6]([N:17]2[C:18]3[C:13](=[CH:12][C:11]([O:10][CH3:9])=[CH:20][CH:19]=3)[CH2:14][CH2:15][CH2:16]2)[CH:5]=[CH:4][N:3]=1. The yield is 0.800.